Task: Predict the reactants needed to synthesize the given product.. Dataset: Full USPTO retrosynthesis dataset with 1.9M reactions from patents (1976-2016) (1) Given the product [C:1]([C:4]1[CH:9]=[CH:8][C:7]2[C:10]3[C:11](=[CH:12][C:13]([O:16][CH3:17])=[CH:14][CH:15]=3)[O:22][C:20](=[O:21])[C:6]=2[CH:5]=1)(=[O:3])[CH3:2], predict the reactants needed to synthesize it. The reactants are: [C:1]([C:4]1[CH:5]=[C:6]([C:20]([OH:22])=[O:21])[C:7]([C:10]2[CH:15]=[CH:14][C:13]([O:16][CH3:17])=[CH:12][C:11]=2OC)=[CH:8][CH:9]=1)(=[O:3])[CH3:2].O=S(Cl)Cl.[Al+3].[Cl-].[Cl-].[Cl-]. (2) Given the product [CH3:1][N:2]([CH3:46])[C:3]1[C:12]2[C:7](=[CH:8][CH:9]=[CH:10][CH:11]=2)[C:6]([C@H:13]2[N:17]3[C:18](=[O:30])[N:19]([CH2:22][CH2:23][N:24]4[CH2:25][CH2:26][O:27][CH2:28][CH2:29]4)[C:20](=[O:21])[C:16]43[CH2:31][NH:32][CH2:33][C@H:15]4[CH2:14]2)=[CH:5][CH:4]=1, predict the reactants needed to synthesize it. The reactants are: [CH3:1][N:2]([CH3:46])[C:3]1[C:12]2[C:7](=[CH:8][CH:9]=[CH:10][CH:11]=2)[C:6]([C@H:13]2[N:17]3[C:18](=[O:30])[N:19]([CH2:22][CH2:23][N:24]4[CH2:29][CH2:28][O:27][CH2:26][CH2:25]4)[C:20](=[O:21])[C:16]43[CH2:31][N:32](S(C3C=CC=CC=3[N+]([O-])=O)(=O)=O)[CH2:33][C@H:15]4[CH2:14]2)=[CH:5][CH:4]=1.[Na].C1(S)C=CC=CC=1.Cl.